Dataset: NCI-60 drug combinations with 297,098 pairs across 59 cell lines. Task: Regression. Given two drug SMILES strings and cell line genomic features, predict the synergy score measuring deviation from expected non-interaction effect. (1) Drug 2: CC1=CC2C(CCC3(C2CCC3(C(=O)C)OC(=O)C)C)C4(C1=CC(=O)CC4)C. Synergy scores: CSS=35.0, Synergy_ZIP=1.57, Synergy_Bliss=4.67, Synergy_Loewe=-8.41, Synergy_HSA=5.74. Cell line: A549. Drug 1: C1CN1C2=NC(=NC(=N2)N3CC3)N4CC4. (2) Drug 1: CC12CCC3C(C1CCC2O)C(CC4=C3C=CC(=C4)O)CCCCCCCCCS(=O)CCCC(C(F)(F)F)(F)F. Drug 2: C(CC(=O)O)C(=O)CN.Cl. Cell line: NCI-H460. Synergy scores: CSS=7.05, Synergy_ZIP=-1.44, Synergy_Bliss=0.313, Synergy_Loewe=-0.229, Synergy_HSA=-0.223. (3) Drug 1: CNC(=O)C1=NC=CC(=C1)OC2=CC=C(C=C2)NC(=O)NC3=CC(=C(C=C3)Cl)C(F)(F)F. Drug 2: C(CCl)NC(=O)N(CCCl)N=O. Cell line: SR. Synergy scores: CSS=52.8, Synergy_ZIP=-4.46, Synergy_Bliss=-0.144, Synergy_Loewe=0.758, Synergy_HSA=2.47. (4) Drug 1: C1CCC(CC1)NC(=O)N(CCCl)N=O. Drug 2: COC1=NC(=NC2=C1N=CN2C3C(C(C(O3)CO)O)O)N. Cell line: UO-31. Synergy scores: CSS=8.76, Synergy_ZIP=-2.14, Synergy_Bliss=0.418, Synergy_Loewe=0.183, Synergy_HSA=1.52. (5) Drug 1: C1=C(C(=O)NC(=O)N1)N(CCCl)CCCl. Drug 2: C1=NC(=NC(=O)N1C2C(C(C(O2)CO)O)O)N. Cell line: SW-620. Synergy scores: CSS=43.0, Synergy_ZIP=4.29, Synergy_Bliss=4.56, Synergy_Loewe=3.87, Synergy_HSA=5.62. (6) Drug 1: CC1=C(C(=CC=C1)Cl)NC(=O)C2=CN=C(S2)NC3=CC(=NC(=N3)C)N4CCN(CC4)CCO. Drug 2: CC1C(C(CC(O1)OC2CC(CC3=C2C(=C4C(=C3O)C(=O)C5=CC=CC=C5C4=O)O)(C(=O)C)O)N)O. Cell line: SW-620. Synergy scores: CSS=43.2, Synergy_ZIP=2.30, Synergy_Bliss=3.16, Synergy_Loewe=4.76, Synergy_HSA=5.81.